Dataset: Peptide-MHC class I binding affinity with 185,985 pairs from IEDB/IMGT. Task: Regression. Given a peptide amino acid sequence and an MHC pseudo amino acid sequence, predict their binding affinity value. This is MHC class I binding data. (1) The peptide sequence is RKIYDLIEL. The MHC is HLA-A68:01 with pseudo-sequence HLA-A68:01. The binding affinity (normalized) is 0. (2) The peptide sequence is CLLCNLLLV. The MHC is H-2-Db with pseudo-sequence H-2-Db. The binding affinity (normalized) is 0.500. (3) The peptide sequence is SENDRLRLL. The MHC is HLA-A02:01 with pseudo-sequence HLA-A02:01. The binding affinity (normalized) is 0.213. (4) The peptide sequence is EYIWRSLKI. The MHC is HLA-A24:02 with pseudo-sequence HLA-A24:02. The binding affinity (normalized) is 1.00. (5) The binding affinity (normalized) is 0.0847. The peptide sequence is EKPKFLPDL. The MHC is HLA-B08:02 with pseudo-sequence HLA-B08:02. (6) The binding affinity (normalized) is 0.0847. The MHC is HLA-B58:01 with pseudo-sequence HLA-B58:01. The peptide sequence is YLEGTRTLL. (7) The peptide sequence is AYIDNYNKF. The MHC is HLA-C06:02 with pseudo-sequence HLA-C06:02. The binding affinity (normalized) is 0.0761.